Dataset: Catalyst prediction with 721,799 reactions and 888 catalyst types from USPTO. Task: Predict which catalyst facilitates the given reaction. (1) Reactant: [CH3:1][C:2]1[CH:7]=[C:6]([C:8](=[O:10])[CH3:9])[CH:5]=[CH:4][N:3]=1.[Br:11]Br. Product: [BrH:11].[Br:11][CH2:9][C:8]([C:6]1[CH:5]=[CH:4][N:3]=[C:2]([CH3:1])[CH:7]=1)=[O:10]. The catalyst class is: 570. (2) Reactant: [C:1]([NH:9][C:10](=[CH:15][N:16]([CH3:18])C)[C:11]([O:13][CH3:14])=[O:12])(=[O:8])[C:2]1[CH:7]=[CH:6][CH:5]=[CH:4][CH:3]=1.NC1[S:21][CH:22]=[CH:23][N:24]=1.Cl.O. Product: [C:1]([NH:9][C:10](=[CH:15][NH:16][C:18]1[S:21][CH:22]=[CH:23][N:24]=1)[C:11]([O:13][CH3:14])=[O:12])(=[O:8])[C:2]1[CH:3]=[CH:4][CH:5]=[CH:6][CH:7]=1. The catalyst class is: 32. (3) Reactant: [NH2:1][C:2]1[CH:10]=[CH:9][C:5]([C:6]([OH:8])=[O:7])=[CH:4][CH:3]=1.S(=O)(=O)(O)O.N([O-])=O.[Na+].[N-:20]=[N+:21]=[N-].[Na+]. Product: [N:1]([C:2]1[CH:10]=[CH:9][C:5]([C:6]([OH:8])=[O:7])=[CH:4][CH:3]=1)=[N+:20]=[N-:21]. The catalyst class is: 6. (4) Reactant: [Br:1][C:2]1[CH:3]=[N:4][CH:5]=[C:6]2[C:11]=1[N:10]=[C:9]([C:12]([OH:14])=O)[CH:8]=[CH:7]2.CN(C(ON1N=NC2C=CC=NC1=2)=[N+](C)C)C.F[P-](F)(F)(F)(F)F.Cl.[Cl:40][C:41]1[CH:46]=[CH:45][C:44]([C@@H:47]2[CH2:51][CH2:50][CH2:49][NH:48]2)=[CH:43][CH:42]=1.CCN(C(C)C)C(C)C. Product: [Br:1][C:2]1[CH:3]=[N:4][CH:5]=[C:6]2[C:11]=1[N:10]=[C:9]([C:12]([N:48]1[CH2:49][CH2:50][CH2:51][C@H:47]1[C:44]1[CH:45]=[CH:46][C:41]([Cl:40])=[CH:42][CH:43]=1)=[O:14])[CH:8]=[CH:7]2. The catalyst class is: 3. (5) Reactant: [C:1](=[N:9][OH:10])([NH2:8])[C:2]1[CH:7]=[CH:6][CH:5]=[CH:4][CH:3]=1.CC(C)([O-])C.[K+].[O:17]=[C:18]1[CH2:23][CH:22]([C:24](OC)=O)[CH2:21][CH2:20][NH:19]1.C(=O)(O)[O-].[Na+]. Product: [C:2]1([C:1]2[N:8]=[C:24]([CH:22]3[CH2:21][CH2:20][NH:19][C:18](=[O:17])[CH2:23]3)[O:10][N:9]=2)[CH:7]=[CH:6][CH:5]=[CH:4][CH:3]=1. The catalyst class is: 7. (6) Reactant: Br[C:2]1[CH:3]=[C:4]2[C:9](=[CH:10][CH:11]=1)[N:8]=[CH:7][N:6]([C:12]1[CH:17]=[CH:16][CH:15]=[CH:14][CH:13]=1)[C:5]2=[O:18].B1(B2OC(C)(C)C(C)(C)O2)OC(C)(C)C(C)(C)O1.C([O-])(=O)C.[K+].Br[C:43]1[CH:44]=[C:45]([NH:51][S:52]([C:55]2[CH:60]=[CH:59][C:58]([F:61])=[CH:57][C:56]=2[F:62])(=[O:54])=[O:53])[C:46]([O:49][CH3:50])=[N:47][CH:48]=1.C(=O)([O-])[O-].[Na+].[Na+]. Product: [F:62][C:56]1[CH:57]=[C:58]([F:61])[CH:59]=[CH:60][C:55]=1[S:52]([NH:51][C:45]1[C:46]([O:49][CH3:50])=[N:47][CH:48]=[C:43]([C:2]2[CH:3]=[C:4]3[C:9](=[CH:10][CH:11]=2)[N:8]=[CH:7][N:6]([C:12]2[CH:17]=[CH:16][CH:15]=[CH:14][CH:13]=2)[C:5]3=[O:18])[CH:44]=1)(=[O:54])=[O:53]. The catalyst class is: 368. (7) Reactant: CON(C)[C:4]([C:6]1[CH:7]=[C:8]2[C:12](=[CH:13][CH:14]=1)[NH:11][N:10]=[C:9]2[C:15]1[NH:16][C:17]2[C:18]([N:31]=1)=[CH:19][C:20]1[C:21]([CH3:30])([CH3:29])[C:22](=[O:28])[N:23]([CH2:26][CH3:27])[C:24]=1[CH:25]=2)=[O:5].[CH3:33][Mg]I.O.C(O)(=O)C. The catalyst class is: 1. Product: [C:4]([C:6]1[CH:7]=[C:8]2[C:12](=[CH:13][CH:14]=1)[NH:11][N:10]=[C:9]2[C:15]1[NH:16][C:17]2[C:18]([N:31]=1)=[CH:19][C:20]1[C:21]([CH3:30])([CH3:29])[C:22](=[O:28])[N:23]([CH2:26][CH3:27])[C:24]=1[CH:25]=2)(=[O:5])[CH3:33]. (8) Reactant: [ClH:1].C(OC(=O)[NH:8][C@H:9]([C:13]([N:15]1[CH2:20][CH2:19][CH:18]([O:21][C:22]2[CH:23]=[N:24][CH:25]=[C:26]([F:28])[CH:27]=2)[CH2:17][CH2:16]1)=[O:14])[CH:10]([CH3:12])[CH3:11])(C)(C)C. Product: [ClH:1].[ClH:1].[F:28][C:26]1[CH:27]=[C:22]([O:21][CH:18]2[CH2:17][CH2:16][N:15]([C:13](=[O:14])[C@@H:9]([NH2:8])[CH:10]([CH3:12])[CH3:11])[CH2:20][CH2:19]2)[CH:23]=[N:24][CH:25]=1. The catalyst class is: 8. (9) Reactant: I[C:2]1[CH:7]=[CH:6][CH:5]=[CH:4][CH:3]=1.C([Sn](CCCC)(CCCC)[C:13]1[CH:18]=[CH:17][CH:16]=[CH:15][CH:14]=1)CCC. Product: [C:2]1([C:13]2[CH:18]=[CH:17][CH:16]=[CH:15][CH:14]=2)[CH:7]=[CH:6][CH:5]=[CH:4][CH:3]=1. The catalyst class is: 394. (10) Reactant: [NH2:1][C:2]1[CH:11]=[CH:10][C:5]([C:6]([O:8][CH3:9])=[O:7])=[CH:4][CH:3]=1.Cl[C:13]([O:15][C:16]1[CH:21]=[CH:20][CH:19]=[CH:18][CH:17]=1)=[O:14]. Product: [O:15]([C:13]([NH:1][C:2]1[CH:3]=[CH:4][C:5]([C:6]([O:8][CH3:9])=[O:7])=[CH:10][CH:11]=1)=[O:14])[C:16]1[CH:21]=[CH:20][CH:19]=[CH:18][CH:17]=1. The catalyst class is: 17.